From a dataset of Reaction yield outcomes from USPTO patents with 853,638 reactions. Predict the reaction yield, written as a fraction of the theoretical maximum amount of product (1.0 means a 100% yield; for example, 0.34 means a 34% yield). (1) The reactants are [OH:1][C:2]1[C:3]([C:11]2([CH2:32]O)[C:19]3[C:14](=[CH:15][CH:16]=[CH:17][CH:18]=3)[N:13]([CH2:20][C:21]3[CH:22]=[C:23]([CH:28]=[CH:29][CH:30]=3)[C:24]([O:26][CH3:27])=[O:25])[C:12]2=[O:31])=[CH:4][C:5]2[O:9][CH2:8][O:7][C:6]=2[CH:10]=1.C1(CCN2C3C(=CC=CC=3)C(C3C(O)=CC4OCOC=4C=3)(CO)C2=O)CC1. No catalyst specified. The product is [O:31]=[C:12]1[C:11]2([C:3]3=[CH:4][C:5]4[O:9][CH2:8][O:7][C:6]=4[CH:10]=[C:2]3[O:1][CH2:32]2)[C:19]2[C:14](=[CH:15][CH:16]=[CH:17][CH:18]=2)[N:13]1[CH2:20][C:21]1[CH:22]=[C:23]([CH:28]=[CH:29][CH:30]=1)[C:24]([O:26][CH3:27])=[O:25]. The yield is 0.730. (2) The reactants are C(=O)(OCC)[O:2][C:3]1[CH:8]=[C:7]([N+:9]([O-:11])=[O:10])[C:6]([CH3:12])=[CH:5][C:4]=1[CH:13]1[CH:20]2[CH2:21][CH:16]3[CH2:17][CH:18]([CH2:22][CH:14]1[CH2:15]3)[CH2:19]2.N1CCCCC1. The catalyst is C(Cl)Cl. The product is [CH:14]12[CH2:15][CH:16]3[CH2:17][CH:18]([CH2:19][CH:20]([CH2:21]3)[CH:13]1[C:4]1[CH:5]=[C:6]([CH3:12])[C:7]([N+:9]([O-:11])=[O:10])=[CH:8][C:3]=1[OH:2])[CH2:22]2. The yield is 0.770.